Dataset: Reaction yield outcomes from USPTO patents with 853,638 reactions. Task: Predict the reaction yield, written as a fraction of the theoretical maximum amount of product (1.0 means a 100% yield; for example, 0.34 means a 34% yield). (1) The reactants are Cl.Cl.[NH2:3][CH2:4][C@@:5]1(O)[CH:10]2[CH2:11][CH2:12][N:7]([CH2:8][CH2:9]2)[CH2:6]1.[C:14]([O-])([O-])=O.[Cs+].[Cs+].ClC1N=C[N:24]=[C:23]([N:27]=[C:28](SC)[S:29][CH3:30])C=1.C[N:34]([CH3:37])[CH:35]=[O:36]. No catalyst specified. The product is [CH3:30][S:29][C:28]1[N:27]=[CH:23][N:24]=[C:37]([NH:34][C:35]2[O:36][C@:5]3([CH2:4][N:3]=2)[CH:10]2[CH2:11][CH2:12][N:7]([CH2:8][CH2:9]2)[CH2:6]3)[CH:14]=1. The yield is 0.482. (2) The reactants are Cl[C:2]1[C:7]([C:8](=[O:10])[CH3:9])=[C:6]([O:11][C:12]2[CH:17]=[CH:16][C:15]([S:18]([CH3:21])(=[O:20])=[O:19])=[CH:14][CH:13]=2)[N:5]=[CH:4][N:3]=1.[CH:22]([C:25]1[N:29]=[C:28]([CH:30]2[CH2:35][CH2:34][NH:33][CH2:32][CH2:31]2)[O:27][N:26]=1)([CH3:24])[CH3:23].C(=O)([O-])[O-].[K+].[K+].O. The catalyst is CN(C)C=O. The product is [CH:22]([C:25]1[N:29]=[C:28]([CH:30]2[CH2:35][CH2:34][N:33]([C:2]3[C:7]([C:8](=[O:10])[CH3:9])=[C:6]([O:11][C:12]4[CH:17]=[CH:16][C:15]([S:18]([CH3:21])(=[O:20])=[O:19])=[CH:14][CH:13]=4)[N:5]=[CH:4][N:3]=3)[CH2:32][CH2:31]2)[O:27][N:26]=1)([CH3:24])[CH3:23]. The yield is 0.200.